Dataset: Full USPTO retrosynthesis dataset with 1.9M reactions from patents (1976-2016). Task: Predict the reactants needed to synthesize the given product. The reactants are: [Cl:1][C:2]1[N:7]=[C:6](Cl)[C:5]([F:9])=[CH:4][N:3]=1.[Cl:10][C:11]1[CH:12]=[C:13]([CH:15]=[CH:16][C:17]=1[Cl:18])[NH2:14]. Given the product [Cl:1][C:2]1[N:7]=[C:6]([NH:14][C:13]2[CH:15]=[CH:16][C:17]([Cl:18])=[C:11]([Cl:10])[CH:12]=2)[C:5]([F:9])=[CH:4][N:3]=1, predict the reactants needed to synthesize it.